From a dataset of Reaction yield outcomes from USPTO patents with 853,638 reactions. Predict the reaction yield, written as a fraction of the theoretical maximum amount of product (1.0 means a 100% yield; for example, 0.34 means a 34% yield). (1) The product is [CH2:15]1[C@@H:16]2[CH2:21][NH:20][CH2:19][C@@H:17]2[CH2:18][N:14]1[C:11]1[N:12]=[N:13][C:8]([C:5]2[CH:6]=[CH:7][C:2]([C:38]3[CH:39]=[N:40][NH:41][CH:42]=3)=[CH:3][C:4]=2[OH:29])=[CH:9][CH:10]=1. The catalyst is CC(C1C=C(C(C)C)C(C2C(OC)=CC(Cl)=C(OC)C=2P(C2CCCCC2)C2CCCCC2)=C(C(C)C)C=1)C.C1C=[C-]C(CCN)=CC=1.[Pd+2].O. The yield is 0.512. The reactants are Cl[C:2]1[CH:7]=[CH:6][C:5]([C:8]2[N:13]=[N:12][C:11]([N:14]3[CH2:18][C@@H:17]4[CH2:19][N:20](C(OC(C)(C)C)=O)[CH2:21][C@@H:16]4[CH2:15]3)=[CH:10][CH:9]=2)=[C:4]([OH:29])[CH:3]=1.CC1(C)C(C)(C)OB([C:38]2[CH:39]=[N:40][N:41](C(OC(C)(C)C)=O)[CH:42]=2)O1.C([O-])([O-])=O.[Cs+].[Cs+].O1CCOCC1. (2) The reactants are [CH2:1]([C:8]([CH2:33][CH3:34])=[C:9]([C:16]1[CH:21]=[CH:20][C:19]([NH:22][CH2:23][CH2:24][CH2:25][O:26][CH:27]2[CH2:32][CH2:31][CH2:30][CH2:29][O:28]2)=[CH:18][CH:17]=1)[C:10]1[CH:15]=[CH:14][CH:13]=[CH:12][CH:11]=1)[C:2]1[CH:7]=[CH:6][CH:5]=[CH:4][CH:3]=1.C(N(CC)CC)C.[CH2:42]([O:44][C:45](Cl)=[O:46])[CH3:43]. The catalyst is C(Cl)Cl. The product is [CH2:42]([O:44][C:45](=[O:46])[N:22]([C:19]1[CH:18]=[CH:17][C:16]([C:9]([C:10]2[CH:15]=[CH:14][CH:13]=[CH:12][CH:11]=2)=[C:8]([CH2:1][C:2]2[CH:7]=[CH:6][CH:5]=[CH:4][CH:3]=2)[CH2:33][CH3:34])=[CH:21][CH:20]=1)[CH2:23][CH2:24][CH2:25][O:26][CH:27]1[CH2:32][CH2:31][CH2:30][CH2:29][O:28]1)[CH3:43]. The yield is 0.860. (3) The reactants are Cl.[OH:2][CH:3]1[CH2:8][CH2:7][NH:6][CH2:5][CH2:4]1.[N+:9]([C:12]1[CH:22]=[CH:21][C:15]([CH2:16][O:17][C:18](Cl)=[O:19])=[CH:14][CH:13]=1)([O-:11])=[O:10].C(N(CC)CC)C. The catalyst is C(Cl)Cl.N1C=CC=CC=1. The product is [OH:2][CH:3]1[CH2:8][CH2:7][N:6]([C:18]([O:17][CH2:16][C:15]2[CH:14]=[CH:13][C:12]([N+:9]([O-:11])=[O:10])=[CH:22][CH:21]=2)=[O:19])[CH2:5][CH2:4]1. The yield is 0.480. (4) The reactants are [Br:1][C:2]1[CH:3]=[C:4]([CH:17]=[CH:18][CH:19]=1)[NH:5][C:6]1[C:7]2[CH:15]=[CH:14][C:13](F)=[N:12][C:8]=2[N:9]=[CH:10][N:11]=1.Cl.[CH3:21][NH:22][CH3:23].CCN(CC)CC. The catalyst is CCO. The product is [Br:1][C:2]1[CH:3]=[C:4]([CH:17]=[CH:18][CH:19]=1)[NH:5][C:6]1[C:7]2[CH:15]=[CH:14][C:13]([N:22]([CH3:23])[CH3:21])=[N:12][C:8]=2[N:9]=[CH:10][N:11]=1. The yield is 0.840. (5) The reactants are CS([O:5][C@@H:6]1[CH2:10][CH2:9][N:8]([CH:11]2[CH2:16][CH2:15][N:14]([C:17]([O:19][C:20]([CH3:23])([CH3:22])[CH3:21])=[O:18])[CH2:13][CH2:12]2)[C:7]1=[O:24])(=O)=O.O[C:26]1[CH:27]=[CH:28][C:29]([C:32]([O:34][CH3:35])=[O:33])=[N:30][CH:31]=1.C(=O)([O-])[O-].[K+].[K+]. The catalyst is CN(C=O)C. The product is [C:20]([O:19][C:17]([N:14]1[CH2:15][CH2:16][CH:11]([N:8]2[CH2:9][CH2:10][C@H:6]([O:5][C:26]3[CH:27]=[CH:28][C:29]([C:32]([O:34][CH3:35])=[O:33])=[N:30][CH:31]=3)[C:7]2=[O:24])[CH2:12][CH2:13]1)=[O:18])([CH3:23])([CH3:22])[CH3:21]. The yield is 0.810. (6) The reactants are [OH:1][CH:2]([CH:6]1[C:11](=[O:12])[NH:10][C:9]2[CH:13]=[CH:14][CH:15]=[CH:16][C:8]=2[S:7]1)[C:3]([OH:5])=[O:4].[CH3:17][C:18]1C=CC(S(O)(=O)=O)=C[CH:23]=1. The catalyst is COC(OC)(C)C. The product is [CH3:17][C:18]1([CH3:23])[O:1][CH:2]([CH:6]2[C:11](=[O:12])[NH:10][C:9]3[CH:13]=[CH:14][CH:15]=[CH:16][C:8]=3[S:7]2)[C:3](=[O:5])[O:4]1. The yield is 0.310. (7) The yield is 0.830. The product is [C:1]([O:4][CH2:5][O:6][C:7](=[O:32])[N:8]([C:40](=[O:42])[CH3:41])[C:9]1[CH:14]=[CH:13][CH:12]=[C:11]([C:15]2[CH:24]=[N:23][C:22]3[C:21]([N:25]4[CH2:26][CH2:27][O:28][CH2:29][CH2:30]4)=[N:20][C:19]([Cl:31])=[N:18][C:17]=3[CH:16]=2)[CH:10]=1)(=[O:3])[CH3:2]. The reactants are [C:1]([O:4][CH2:5][O:6][C:7](=[O:32])[NH:8][C:9]1[CH:14]=[CH:13][CH:12]=[C:11]([C:15]2[CH:24]=[N:23][C:22]3[C:21]([N:25]4[CH2:30][CH2:29][O:28][CH2:27][CH2:26]4)=[N:20][C:19]([Cl:31])=[N:18][C:17]=3[CH:16]=2)[CH:10]=1)(=[O:3])[CH3:2].C(N(CC)CC)C.[C:40](OC(=O)C)(=[O:42])[CH3:41]. The catalyst is C(Cl)Cl. (8) The reactants are [S:1]([C:4]1[S:8][C:7]([NH:9][C:10]2[N:15]=[CH:14][C:13]([CH2:16][NH:17][C:18](=[O:24])[O:19][C:20]([CH3:23])([CH3:22])[CH3:21])=[CH:12][CH:11]=2)=[N:6][CH:5]=1)[C:2]#N.SC[C@H]([C@@H](CS)O)O.[O-]P([O-])([O-])=O.[K+].[K+].[K+].ClC1[CH:47]=[CH:46][N:45]=[C:44]([C:48]([O:50][CH3:51])=[O:49])[C:43]=1[F:52]. The catalyst is CO.CN(C=O)C. The product is [C:20]([O:19][C:18]([NH:17][CH2:16][C:13]1[CH:12]=[CH:11][C:10]([NH:9][C:7]2[S:8][C:4]([S:1][C:2]3[CH:47]=[CH:46][N:45]=[C:44]([C:48]([O:50][CH3:51])=[O:49])[C:43]=3[F:52])=[CH:5][N:6]=2)=[N:15][CH:14]=1)=[O:24])([CH3:23])([CH3:22])[CH3:21]. The yield is 0.920. (9) The reactants are [CH3:1][O:2][C:3]1[CH:4]=[C:5]2[C:10](=[C:11]([O:13][CH3:14])[CH:12]=1)[C:9](=[O:15])[NH:8][C:7]([C:16]1[N:21]=[C:20]([C:22]3[CH:32]=[CH:31][C:25](C(N(C)C)=O)=[CH:24][CH:23]=3)[CH:19]=[CH:18][CH:17]=1)=[CH:6]2.[CH3:33][S:34](C1C=CC(B(O)O)=CC=1)(=[O:36])=[O:35].C(=O)([O-])[O-].[K+].[K+]. The catalyst is C(O)C.O.C1C=CC([P]([Pd]([P](C2C=CC=CC=2)(C2C=CC=CC=2)C2C=CC=CC=2)([P](C2C=CC=CC=2)(C2C=CC=CC=2)C2C=CC=CC=2)[P](C2C=CC=CC=2)(C2C=CC=CC=2)C2C=CC=CC=2)(C2C=CC=CC=2)C2C=CC=CC=2)=CC=1. The product is [CH3:1][O:2][C:3]1[CH:4]=[C:5]2[C:10](=[C:11]([O:13][CH3:14])[CH:12]=1)[C:9](=[O:15])[NH:8][C:7]([C:16]1[CH:17]=[CH:18][CH:19]=[C:20]([C:22]3[CH:32]=[CH:31][C:25]([S:34]([CH3:33])(=[O:36])=[O:35])=[CH:24][CH:23]=3)[N:21]=1)=[CH:6]2. The yield is 0.880. (10) The reactants are [NH2:1][C:2]1[CH:7]=[CH:6][C:5]([C:8]([CH3:14])([CH3:13])[C:9]([NH:11][CH3:12])=[O:10])=[CH:4][CH:3]=1.CCN(C(C)C)C(C)C.[Cl:24][C:25]1[C:26]([F:54])=[C:27]([C@@H:31]2[C@:35]([C:38]3[CH:43]=[CH:42][C:41]([Cl:44])=[CH:40][C:39]=3[F:45])([C:36]#[N:37])[C@H:34]([CH2:46][C:47]([CH3:50])([CH3:49])[CH3:48])[NH:33][C@H:32]2[C:51](O)=[O:52])[CH:28]=[CH:29][CH:30]=1.CN(C(ON1N=NC2C=CC=NC1=2)=[N+](C)C)C.F[P-](F)(F)(F)(F)F. The catalyst is ClCCl. The product is [CH3:13][C:8]([C:5]1[CH:4]=[CH:3][C:2]([NH:1][C:51]([C@@H:32]2[C@@H:31]([C:27]3[CH:28]=[CH:29][CH:30]=[C:25]([Cl:24])[C:26]=3[F:54])[C@@:35]([C:38]3[CH:43]=[CH:42][C:41]([Cl:44])=[CH:40][C:39]=3[F:45])([C:36]#[N:37])[C@@H:34]([CH2:46][C:47]([CH3:50])([CH3:49])[CH3:48])[NH:33]2)=[O:52])=[CH:7][CH:6]=1)([C:9](=[O:10])[NH:11][CH3:12])[CH3:14]. The yield is 0.408.